Dataset: Forward reaction prediction with 1.9M reactions from USPTO patents (1976-2016). Task: Predict the product of the given reaction. (1) Given the reactants [CH3:1][N:2]1[CH2:7][CH2:6][N:5]([C:8]2[C:17]3[C:12](=[CH:13][C:14]4[CH2:20][CH2:19][NH:18][C:15]=4[CH:16]=3)[CH:11]=[CH:10][N:9]=2)[CH2:4][CH2:3]1.[CH3:21][C:22]1[O:23][C:24]([C:28](OCC)=[O:29])=[C:25]([CH3:27])[N:26]=1, predict the reaction product. The product is: [CH3:21][C:22]1[O:23][C:24]([C:28]([N:18]2[C:15]3[CH:16]=[C:17]4[C:12]([CH:11]=[CH:10][N:9]=[C:8]4[N:5]4[CH2:4][CH2:3][N:2]([CH3:1])[CH2:7][CH2:6]4)=[CH:13][C:14]=3[CH2:20][CH2:19]2)=[O:29])=[C:25]([CH3:27])[N:26]=1. (2) The product is: [CH2:1]([C:3]1[NH:7][C:6]([I:19])=[N:5][C:4]=1[C:8]1[CH:9]=[N:10][CH:11]=[CH:12][CH:13]=1)[CH3:2]. Given the reactants [CH2:1]([C:3]1[NH:7][CH:6]=[N:5][C:4]=1[C:8]1[CH:9]=[N:10][CH:11]=[CH:12][CH:13]=1)[CH3:2].C([O-])(=O)C.[K+].[I:19]I.O, predict the reaction product. (3) Given the reactants Cl[C:2]1[CH:7]=[C:6]([CH3:8])[N:5]=[C:4]([CH3:9])[CH:3]=1.[CH3:10][NH:11][CH2:12][CH2:13][OH:14], predict the reaction product. The product is: [CH3:8][C:6]1[CH:7]=[C:2]([N:11]([CH2:12][CH2:13][OH:14])[CH3:10])[CH:3]=[C:4]([CH3:9])[N:5]=1. (4) Given the reactants [CH3:1][C@@:2]([S:20]([CH3:23])(=[O:22])=[O:21])([CH2:6][CH2:7][N:8]1[CH:12]=[C:11]([C:13]2[CH:18]=[CH:17][CH:16]=[CH:15][CH:14]=2)[C:10]([CH3:19])=[N:9]1)[C:3]([OH:5])=O.CCN(C(C)C)C(C)C.C1C=CC2N(O)N=NC=2C=1.[O:43]1[CH2:48][CH2:47][CH2:46][CH2:45][CH:44]1[O:49][NH2:50].CCN=C=NCCCN(C)C, predict the reaction product. The product is: [CH3:1][C@@:2]([S:20]([CH3:23])(=[O:22])=[O:21])([CH2:6][CH2:7][N:8]1[CH:12]=[C:11]([C:13]2[CH:18]=[CH:17][CH:16]=[CH:15][CH:14]=2)[C:10]([CH3:19])=[N:9]1)[C:3]([NH:50][O:49][CH:44]1[CH2:45][CH2:46][CH2:47][CH2:48][O:43]1)=[O:5]. (5) The product is: [CH:25]([C:22]1[N:20]2[CH:21]=[C:16]([O:14][C@@H:7]3[C:8]4[C:13](=[CH:12][CH:11]=[CH:10][CH:9]=4)[C@@H:4]([NH2:3])[CH2:5][CH2:6]3)[CH:17]=[CH:18][C:19]2=[N:24][N:23]=1)([CH3:27])[CH3:26]. Given the reactants [H-].[Na+].[NH2:3][C@@H:4]1[C:13]2[C:8](=[CH:9][CH:10]=[CH:11][CH:12]=2)[C@@H:7]([OH:14])[CH2:6][CH2:5]1.F[C:16]1[CH:17]=[CH:18][C:19]2[N:20]([C:22]([CH:25]([CH3:27])[CH3:26])=[N:23][N:24]=2)[CH:21]=1, predict the reaction product. (6) Given the reactants [C:1]1([OH:7])[CH:6]=[CH:5][CH:4]=[CH:3][CH:2]=1.Br[C:9]1[CH:13]=[CH:12][S:11][CH:10]=1.[H-].[Na+], predict the reaction product. The product is: [O:7]([C:9]1[CH:13]=[CH:12][S:11][CH:10]=1)[C:1]1[CH:6]=[CH:5][CH:4]=[CH:3][CH:2]=1.